This data is from Catalyst prediction with 721,799 reactions and 888 catalyst types from USPTO. The task is: Predict which catalyst facilitates the given reaction. (1) Reactant: [H-].[Na+].[Br:3][C:4]1[CH:5]=[C:6]([CH:20]=[CH:21][C:22]=1[F:23])[C:7]([C:9]1[CH:18]=[C:17]([CH3:19])[C:12]2[NH:13][C:14](=[O:16])[O:15][C:11]=2[CH:10]=1)=[O:8].I[CH3:25]. Product: [Br:3][C:4]1[CH:5]=[C:6]([CH:20]=[CH:21][C:22]=1[F:23])[C:7]([C:9]1[CH:18]=[C:17]([CH3:19])[C:12]2[N:13]([CH3:25])[C:14](=[O:16])[O:15][C:11]=2[CH:10]=1)=[O:8]. The catalyst class is: 3. (2) Reactant: [N+:1]([C:4]1[CH:12]=[CH:11][CH:10]=[C:9]2[C:5]=1[CH2:6][C:7](=[O:13])[CH2:8]2)([O-:3])=[O:2].[BH4-].[Na+]. Product: [N+:1]([C:4]1[C:5]2[CH2:6][CH:7]3[O:13][CH:8]3[C:9]=2[CH:10]=[CH:11][CH:12]=1)([O-:3])=[O:2]. The catalyst class is: 14.